From a dataset of Full USPTO retrosynthesis dataset with 1.9M reactions from patents (1976-2016). Predict the reactants needed to synthesize the given product. (1) The reactants are: [CH3:1][O:2][C:3]1([O:10][CH3:11])[CH2:8][CH2:7][O:6][CH2:5][C:4]1=O.P([O-])(O)(O)=O.[K+].C([O-])=O.[Na+].[NH2:22][C@H](C(O)=O)C.[OH-].[Na+].C1N=C(N)C2N=CN([C@@H]3O[C@H](COP(OP(OC[C@H]4O[C@@H](N5C=C(C(N)=O)CC=C5)[C@H](O)[C@@H]4O)(O)=O)(O)=O)[C@@H](O)[C@H]3O)C=2N=1.C(=O)([O-])[O-].[K+].[K+]. Given the product [CH3:1][O:2][C:3]1([O:10][CH3:11])[CH2:8][CH2:7][O:6][CH2:5][C@@H:4]1[NH2:22], predict the reactants needed to synthesize it. (2) Given the product [Br:16][C:17]1[S:21][C:20]([N:14]=[C:1]([C:8]2[CH:9]=[CH:10][CH:11]=[CH:12][CH:13]=2)[C:2]2[CH:7]=[CH:6][CH:5]=[CH:4][CH:3]=2)=[N:19][CH:18]=1, predict the reactants needed to synthesize it. The reactants are: [C:1](=[NH:14])([C:8]1[CH:13]=[CH:12][CH:11]=[CH:10][CH:9]=1)[C:2]1[CH:7]=[CH:6][CH:5]=[CH:4][CH:3]=1.Br.[Br:16][C:17]1[S:21][C:20](N)=[N:19][CH:18]=1. (3) Given the product [Br:1][CH:29]([C:22]1[CH:21]=[C:20]([C:11]2[C:10]([Cl:9])=[CH:15][C:14]([C:16]([F:17])([F:19])[F:18])=[CH:13][N:12]=2)[N:25]2[N:26]=[CH:27][N:28]=[C:24]2[N:23]=1)[CH3:30], predict the reactants needed to synthesize it. The reactants are: [Br:1]N1C(=O)CCC1=O.[Cl:9][C:10]1[C:11]([C:20]2[N:25]3[N:26]=[CH:27][N:28]=[C:24]3[N:23]=[C:22]([CH2:29][CH3:30])[CH:21]=2)=[N:12][CH:13]=[C:14]([C:16]([F:19])([F:18])[F:17])[CH:15]=1.O. (4) Given the product [Cl:1][C:2]1[CH:3]=[C:4]([NH:8][C:9]2[CH:14]=[C:13]([NH:15][CH:16]3[CH2:21][CH2:20][N:19]([CH2:34][CH:35]([OH:37])[CH3:36])[CH2:18][CH2:17]3)[N:12]3[N:22]=[CH:23][C:24]([CH:25]=[C:26]4[NH:30][C:29](=[O:31])[NH:28][C:27]4=[O:32])=[C:11]3[N:10]=2)[CH:5]=[CH:6][CH:7]=1, predict the reactants needed to synthesize it. The reactants are: [Cl:1][C:2]1[CH:3]=[C:4]([NH:8][C:9]2[CH:14]=[C:13]([NH:15][CH:16]3[CH2:21][CH2:20][NH:19][CH2:18][CH2:17]3)[N:12]3[N:22]=[CH:23][C:24]([CH:25]=[C:26]4[NH:30][C:29](=[O:31])[NH:28][C:27]4=[O:32])=[C:11]3[N:10]=2)[CH:5]=[CH:6][CH:7]=1.Cl[CH2:34][CH:35]([OH:37])[CH3:36].[I-].[K+]. (5) Given the product [Cl:1][C:2]1[CH:3]=[N:4][CH:5]=[C:6]([Cl:19])[C:7]=1[C:8]1[C:12]([CH2:13][OH:14])=[C:11]([CH:16]([CH3:17])[CH3:18])[O:10][N:9]=1, predict the reactants needed to synthesize it. The reactants are: [Cl:1][C:2]1[CH:3]=[N:4][CH:5]=[C:6]([Cl:19])[C:7]=1[C:8]1[C:12]([C:13](O)=[O:14])=[C:11]([CH:16]([CH3:18])[CH3:17])[O:10][N:9]=1.C(N(CC)CC)C.C(OC(Cl)=O)(C)C.C1(C)C=CC=CC=1.[BH4-].[Na+].